From a dataset of Catalyst prediction with 721,799 reactions and 888 catalyst types from USPTO. Predict which catalyst facilitates the given reaction. (1) Reactant: [CH3:1][O:2][C:3](=[O:24])[CH2:4][CH:5]1[CH2:14][C:13]2[C:8](=[CH:9][C:10]([OH:15])=[CH:11][CH:12]=2)[N:7]([CH2:16][C:17]2[CH:22]=[CH:21][CH:20]=[CH:19][CH:18]=2)[C:6]1=[O:23].[C:25]([O:29][C:30](=[O:36])[NH:31][CH2:32][CH2:33][CH2:34]Br)([CH3:28])([CH3:27])[CH3:26]. Product: [CH3:1][O:2][C:3](=[O:24])[CH2:4][CH:5]1[CH2:14][C:13]2[C:8](=[CH:9][C:10]([O:15][CH2:34][CH2:33][CH2:32][NH:31][C:30]([O:29][C:25]([CH3:26])([CH3:28])[CH3:27])=[O:36])=[CH:11][CH:12]=2)[N:7]([CH2:16][C:17]2[CH:22]=[CH:21][CH:20]=[CH:19][CH:18]=2)[C:6]1=[O:23]. The catalyst class is: 15. (2) Reactant: Br[C:2]1[CH:3]=[N:4][CH:5]=[C:6]([CH:11]=1)[C:7]([O:9][CH3:10])=[O:8].[NH:12]1[CH2:15][CH:14]([OH:16])[CH2:13]1.C([O-])([O-])=O.[Cs+].[Cs+].C1C=CC(P(C2C(C3C(P(C4C=CC=CC=4)C4C=CC=CC=4)=CC=C4C=3C=CC=C4)=C3C(C=CC=C3)=CC=2)C2C=CC=CC=2)=CC=1. Product: [OH:16][CH:14]1[CH2:15][N:12]([C:2]2[CH:3]=[N:4][CH:5]=[C:6]([CH:11]=2)[C:7]([O:9][CH3:10])=[O:8])[CH2:13]1. The catalyst class is: 231. (3) Reactant: P(=O)(O)(O)O.[CH3:6][C:7]1[CH2:12][CH2:11][C:10]([CH3:15])([CH:13]=[CH2:14])[CH2:9][CH:8]=1. Product: [CH3:6][C:7]1[CH:12]2[CH2:11][C:10]([CH3:15])([CH2:9][CH:8]=1)[CH2:13][CH2:14]2. The catalyst class is: 11. (4) Reactant: [CH3:1][C:2]1[N:3]([S:16]([C:19]2[CH:24]=[CH:23][CH:22]=[CH:21][CH:20]=2)(=[O:18])=[O:17])[C:4]([C:11]2[CH:15]=[CH:14][S:13][CH:12]=2)=[CH:5][C:6]=1[C:7](OC)=[O:8].[H-].C([Al+]CC(C)C)C(C)C. Product: [CH3:1][C:2]1[N:3]([S:16]([C:19]2[CH:24]=[CH:23][CH:22]=[CH:21][CH:20]=2)(=[O:17])=[O:18])[C:4]([C:11]2[CH:15]=[CH:14][S:13][CH:12]=2)=[CH:5][C:6]=1[CH2:7][OH:8]. The catalyst class is: 11. (5) Reactant: [F:1][C:2]1[CH:30]=[CH:29][CH:28]=[CH:27][C:3]=1[CH2:4][N:5]1[C:9]2=[N:10][CH:11]=[CH:12][CH:13]=[C:8]2[C:7]([C:14]2[N:15]=[C:16](I)[C:17]3[C:22]([CH3:24])([CH3:23])[C:21](=[O:25])[NH:20][C:18]=3[N:19]=2)=[N:6]1.[NH:31]1[CH2:35][CH2:34][CH:33]([NH:36][C:37](=[O:39])[CH3:38])[CH2:32]1. Product: [F:1][C:2]1[CH:30]=[CH:29][CH:28]=[CH:27][C:3]=1[CH2:4][N:5]1[C:9]2=[N:10][CH:11]=[CH:12][CH:13]=[C:8]2[C:7]([C:14]2[N:15]=[C:16]([N:31]3[CH2:35][CH2:34][CH:33]([NH:36][C:37](=[O:39])[CH3:38])[CH2:32]3)[C:17]3[C:22]([CH3:24])([CH3:23])[C:21](=[O:25])[NH:20][C:18]=3[N:19]=2)=[N:6]1. The catalyst class is: 60. (6) Reactant: [CH3:1][C:2]1[N:3]([CH2:14][CH2:15][O:16][CH2:17][C:18]#[C:19][C:20]2[CH:25]=[CH:24][CH:23]=[CH:22][CH:21]=2)[C:4]2[C:9]([CH3:10])=[C:8]([CH3:11])[N:7]=[C:6]([NH2:12])[C:5]=2[N:13]=1. Product: [CH3:1][C:2]1[N:3]([CH2:14][CH2:15][O:16][CH2:17][CH2:18][CH2:19][C:20]2[CH:25]=[CH:24][CH:23]=[CH:22][CH:21]=2)[C:4]2[C:9]([CH3:10])=[C:8]([CH3:11])[N:7]=[C:6]([NH2:12])[C:5]=2[N:13]=1. The catalyst class is: 43. (7) Reactant: [C:1]1(=O)[CH2:5][CH2:4][CH2:3][CH2:2]1.[NH2:7][C:8]1[CH:9]=[C:10]2[C:15](=[CH:16][C:17]=1[CH3:18])[C:14](=[O:19])[NH:13][CH:12]=[CH:11]2.C(O)(=O)C.C(O[BH-](OC(=O)C)OC(=O)C)(=O)C.[Na+]. Product: [CH:1]1([NH:7][C:8]2[CH:9]=[C:10]3[C:15](=[CH:16][C:17]=2[CH3:18])[C:14](=[O:19])[NH:13][CH:12]=[CH:11]3)[CH2:5][CH2:4][CH2:3][CH2:2]1. The catalyst class is: 7. (8) Reactant: Cl[CH2:2][CH:3]1[CH2:7][N:6]([C:8]2[CH:13]=[CH:12][C:11]([O:14][CH2:15][CH2:16][CH2:17][N:18]3[CH2:22][CH2:21][CH2:20][CH:19]3[CH3:23])=[CH:10][CH:9]=2)[C:5](=[O:24])[CH2:4]1.C(=O)([O-])[O-].[K+].[K+].[CH:31]1([N:36]2[CH2:41][CH2:40][NH:39][CH2:38][CH2:37]2)[CH2:35][CH2:34][CH2:33][CH2:32]1.[I-].[Na+]. Product: [CH:31]1([N:36]2[CH2:37][CH2:38][N:39]([CH2:2][CH:3]3[CH2:7][N:6]([C:8]4[CH:13]=[CH:12][C:11]([O:14][CH2:15][CH2:16][CH2:17][N:18]5[CH2:22][CH2:21][CH2:20][CH:19]5[CH3:23])=[CH:10][CH:9]=4)[C:5](=[O:24])[CH2:4]3)[CH2:40][CH2:41]2)[CH2:32][CH2:33][CH2:34][CH2:35]1. The catalyst class is: 10.